Dataset: NCI-60 drug combinations with 297,098 pairs across 59 cell lines. Task: Regression. Given two drug SMILES strings and cell line genomic features, predict the synergy score measuring deviation from expected non-interaction effect. (1) Drug 1: CC12CCC(CC1=CCC3C2CCC4(C3CC=C4C5=CN=CC=C5)C)O. Drug 2: C1CC(C1)(C(=O)O)C(=O)O.[NH2-].[NH2-].[Pt+2]. Cell line: HOP-92. Synergy scores: CSS=42.5, Synergy_ZIP=-1.50, Synergy_Bliss=-0.0303, Synergy_Loewe=-0.165, Synergy_HSA=1.11. (2) Drug 1: CC1CCCC2(C(O2)CC(NC(=O)CC(C(C(=O)C(C1O)C)(C)C)O)C(=CC3=CSC(=N3)C)C)C. Drug 2: COCCOC1=C(C=C2C(=C1)C(=NC=N2)NC3=CC=CC(=C3)C#C)OCCOC.Cl. Cell line: SF-268. Synergy scores: CSS=32.9, Synergy_ZIP=22.7, Synergy_Bliss=33.9, Synergy_Loewe=-2.88, Synergy_HSA=21.1.